The task is: Binary Classification. Given a miRNA mature sequence and a target amino acid sequence, predict their likelihood of interaction.. This data is from Experimentally validated miRNA-target interactions with 360,000+ pairs, plus equal number of negative samples. (1) The miRNA is hsa-miR-26a-1-3p with sequence CCUAUUCUUGGUUACUUGCACG. Result: 0 (no interaction). The protein sequence of the target gene is MASLLARMGNSRRQNAAFMPFAHSMLRALGRSLGPLIANIAERNIQSFSGRAELGPGEETFENWLSQVHEVLPDWPMSEEEKIKRLMRTLRGPAREAMRLFQADNPNLNVAEFLRAMKLLFGASESSITAHGKFLSTLQAQGEKPSLYVIRLEVQLQNAIQAGVLPQSEANRTRLHQLLVGAELSRELRTKLKGLLQMHAHNEQENLPDFLELIRMIREEEDWDETFLRNKRPRRSETVMERAASPVVFQGSLPIVIGSADCNVIEIDDSQDDSDEDVILVEPEDPPLSSPGASSLRGTA.... (2) The miRNA is mmu-miR-1953 with sequence UGGGAAAGUUCUCAGGCUUCUG. The protein sequence of the target gene is MSAQGDCEFLVQRARELVPQDLWAAKAWLITARSLYPADFNIQYEMYTIERNAERTATAGRLLYDMFVNFPDQPVVWREISIITSALRNDSQDKQTQFLRSLFETLPGRVQCEMLLKVTEQCFNTLERSEMLLLLLRRFPETVVQHGVGLGEALLEAETIEEQDSPVNCFRKLFVCDVLPLIINNHDVRLPANLLYKYLNKAAEFYINYVTRSTQSENQHQGAQDTSDLMSPSKRSSQKYIIEGLTEKSSHIVDPWERLFKILNVVGMRCEWQMDKGRRSCSDLLHRMKELCRYMNSFDS.... Result: 0 (no interaction). (3) The miRNA is hsa-miR-6511a-5p with sequence CAGGCAGAAGUGGGGCUGACAGG. The protein sequence of the target gene is MATSILGEEPRFGTTPLAMLAATCNKIGNTSPLTTLPESSAFAKGGFHPWKRSSSSCNLGSSLSGFAVATGGRGSGSLAGGSGAANSAFCLASTSPTSSAFSSDYGGLFSNSAAAAAAAAGVSPQEAGGQSAFISKVHTTAADGLYPRVGMAHPYESWYKSGFHSTLAAGEVTNGAASSWWDVHSSPGSWLEVQNPAGGLQSSLHSGAPQASLHSQLGTYNPDFSSLTHSAFSSTGLGSSAAAASHLLSTSQHLLAQDGFKPVLPSYSDSSAAVAAAAASAMISGAAAAAAGGSSARSAR.... Result: 0 (no interaction). (4) The miRNA is hsa-miR-454-3p with sequence UAGUGCAAUAUUGCUUAUAGGGU. The protein sequence of the target gene is MLLLRCQLKQAPPQKVSFRFCVVMGKQQSKLKHSTYKYGRPDEIIEERIQTKAFQEYSPAHMDTVSVVAALNSDLCVSGGKDKTVVAYNWKTGNVVKRFKGHEHEITKVACIPKSSQFFSASRDRMVMMWDLHGSSQPRQQLCGHAMVVTGLAVSPDSSQLCTGSRDNTLLLWDVVTGQSVERASVSRNVVTHLCWVPREPYILQTSEDKTLRLWDSRGLQVAHMFPAKQHIQTYCEVSVDGHKCISCSNGFGGEGCEATLWDLRQTRNRICEYKGHFQTVASCVFLPRALALMPLIATS.... Result: 1 (interaction). (5) The miRNA is hsa-miR-6715a-3p with sequence CCAAACCAGUCGUGCCUGUGG. The protein sequence of the target gene is MEDFATRTYGTSGLDNRPLFGETSAKDRIINLVVGSLTSLLILVTLISAFVFPQLPPKPLNIFFAVCISLSSITACILIYWYRQGDLEPKFRKLIYYIIFSIIMLCICANLYFHDVGR. Result: 0 (no interaction). (6) The miRNA is hsa-miR-5787 with sequence GGGCUGGGGCGCGGGGAGGU. The protein sequence of the target gene is MTVEQNVLQQSAAQKHQQTFLNQLREITGINDAQILQQALKDSNGNLELAVAFLTAKNAKTPPQEETGYYQTALPGNDRYISVGSQADANVIDLTGDDKDDLQRAIALSLAESNRAFRETGITDEEQAISRVLEASIAENKACLKRTPIEVWRDSRNPYDRKRQEKAPVGLKNVGNTCWFSAVIQSLFNLLEFRRLVLNYKPPSNAQDLPRNQKEHRNLPFMRELRYLFALLVGTKRKYVDPSRAVEILKDAFKSNDSQQQDVSEFTHKLLDWLEDAFQMKAEEETDEEKPKNPMVELFY.... Result: 0 (no interaction). (7) The miRNA is hsa-miR-6727-3p with sequence UCCUGCCACCUCCUCCGCAG. The protein sequence of the target gene is MTADKDKDKDKEKDRDRDRDREREKRDKARESENSRPRRSCTLEGGAKNYAESDHSEDEDNDNNSATAEESTKKNKKKPPKKKSRYERTDTGEITSYITEDDVVYRPGDCVYIESRRPNTPYFICSIQDFKLVHNSQACCRSPTPALCDPPACSLPVASQPPQHLSEAGRGPVGSKRDHLLMNVKWYYRQSEVPDSVYQHLVQDRHNENDSGRELVITDPVIKNRELFISDYVDTYHAAALRGKCNISHFSDIFAAREFKARVDSFFYILGYNPETRRLNSTQGEIRVGPSHQAKLPDLQ.... Result: 1 (interaction).